From a dataset of Full USPTO retrosynthesis dataset with 1.9M reactions from patents (1976-2016). Predict the reactants needed to synthesize the given product. (1) Given the product [C:20]([CH2:2][C:3]1[CH:4]=[C:5]2[C:14](=[CH:15][CH:16]=1)[C:13](=[O:17])[C:12]1[CH2:11][CH2:10][C:9]([CH3:19])([CH3:18])[CH2:8][C:7]=1[S:6]2)#[N:21], predict the reactants needed to synthesize it. The reactants are: Cl[CH2:2][C:3]1[CH:4]=[C:5]2[C:14](=[CH:15][CH:16]=1)[C:13](=[O:17])[C:12]1[CH2:11][CH2:10][C:9]([CH3:19])([CH3:18])[CH2:8][C:7]=1[S:6]2.[C-:20]#[N:21].[K+].C1OCCOCCOCCOCCOCCOC1. (2) The reactants are: [CH3:1][O:2][C:3]1[CH:12]=[C:11]2[C:6]([CH2:7][CH2:8][CH2:9][C:10]2=[O:13])=[CH:5][CH:4]=1.[Br:14]Br. Given the product [Br:14][CH:9]1[CH2:8][CH2:7][C:6]2[C:11](=[CH:12][C:3]([O:2][CH3:1])=[CH:4][CH:5]=2)[C:10]1=[O:13], predict the reactants needed to synthesize it.